From a dataset of Full USPTO retrosynthesis dataset with 1.9M reactions from patents (1976-2016). Predict the reactants needed to synthesize the given product. (1) Given the product [CH2:1]([O:4][C:5]([NH:7][C@@H:8]([CH:19]([CH3:20])[CH3:21])[C:9]([NH:22][C@@H:23]([CH3:24])[C:25]([OH:27])=[O:26])=[O:11])=[O:6])[CH:2]=[CH2:3], predict the reactants needed to synthesize it. The reactants are: [CH2:1]([O:4][C:5]([NH:7][C@@H:8]([CH:19]([CH3:21])[CH3:20])[C:9]([O:11]N1C(=O)CCC1=O)=O)=[O:6])[CH:2]=[CH2:3].[NH2:22][C@H:23]([C:25]([OH:27])=[O:26])[CH3:24].C([O-])(O)=O.[Na+]. (2) Given the product [C:26]([C:23]1[C:22]([C:28]2[S:32][CH:31]=[N:30][CH:29]=2)=[C:21]([NH:20][C:17](=[O:18])[CH2:16][N:3]2[C:4]3[C:9](=[CH:8][C:7]([C:12]([F:13])([F:14])[F:15])=[CH:6][CH:5]=3)[CH:10]=[CH:11][C:2]2=[O:1])[S:25][CH:24]=1)#[N:27], predict the reactants needed to synthesize it. The reactants are: [O:1]=[C:2]1[CH:11]=[CH:10][C:9]2[C:4](=[CH:5][CH:6]=[C:7]([C:12]([F:15])([F:14])[F:13])[CH:8]=2)[N:3]1[CH2:16][C:17](O)=[O:18].[NH2:20][C:21]1[S:25][CH:24]=[C:23]([C:26]#[N:27])[C:22]=1[C:28]1[S:32][CH:31]=[N:30][CH:29]=1.